This data is from Catalyst prediction with 721,799 reactions and 888 catalyst types from USPTO. The task is: Predict which catalyst facilitates the given reaction. (1) Product: [S:2]([C:5]1[C:6]([C:10]([O:12][CH3:13])=[O:11])=[CH:7][S:8][CH:9]=1)(=[O:4])(=[O:3])[NH2:14]. Reactant: Cl[S:2]([C:5]1[C:6]([C:10]([O:12][CH3:13])=[O:11])=[CH:7][S:8][CH:9]=1)(=[O:4])=[O:3].[NH3:14]. The catalyst class is: 2. (2) Reactant: [CH:1]1([C:5]2[CH:10]=[CH:9][CH:8]=[C:7]([O:11]C)[CH:6]=2)[CH2:4][CH2:3][CH2:2]1.[Cl-].[NH4+]. Product: [CH:1]1([C:5]2[CH:6]=[C:7]([OH:11])[CH:8]=[CH:9][CH:10]=2)[CH2:2][CH2:3][CH2:4]1. The catalyst class is: 2. (3) Reactant: [Cl:1][C:2]1[C:11]2[C:6](=[CH:7][C:8]([OH:14])=[C:9]([O:12][CH3:13])[CH:10]=2)[N:5]=[CH:4][N:3]=1.Br[CH2:16][CH2:17][CH2:18][CH2:19][Cl:20].C(=O)([O-])[O-].[K+].[K+]. Product: [Cl:1][C:2]1[C:11]2[C:6](=[CH:7][C:8]([O:14][CH2:16][CH2:17][CH2:18][CH2:19][Cl:20])=[C:9]([O:12][CH3:13])[CH:10]=2)[N:5]=[CH:4][N:3]=1. The catalyst class is: 9. (4) Reactant: [I:1][C:2]1[CH:3]=[CH:4][C:5]([NH:8][C:9]([NH2:11])=S)=[N:6][CH:7]=1.CI.[CH3:14][O:15][C:16]1[CH:23]=[CH:22][CH:21]=[C:20]([O:24][CH3:25])[C:17]=1[CH2:18][NH2:19]. Product: [CH3:25][O:24][C:20]1[CH:21]=[CH:22][CH:23]=[C:16]([O:15][CH3:14])[C:17]=1[CH2:18][NH:19][C:9]([NH:8][C:5]1[CH:4]=[CH:3][C:2]([I:1])=[CH:7][N:6]=1)=[NH:11]. The catalyst class is: 5. (5) Reactant: Cl[C:2]1[N:7]=[C:6]([NH:8][CH3:9])[N:5]=[C:4]([N:10]2[C@H:15]([CH3:16])[CH2:14][CH2:13][C@H:12]([C:17]([NH:19][CH:20]3[CH2:25][CH2:24][CH2:23][CH2:22][CH2:21]3)=[O:18])[CH2:11]2)[CH:3]=1.[CH3:26][C:27]1[C:35]2[C:30](=[CH:31][C:32](B3OC(C)(C)C(C)(C)O3)=[CH:33][CH:34]=2)[NH:29][N:28]=1.C1(P(C2CCCCC2)C2CCCCC2)CCCCC1.[O-]P([O-])([O-])=O.[K+].[K+].[K+]. Product: [CH:20]1([NH:19][C:17]([C@H:12]2[CH2:13][CH2:14][C@@H:15]([CH3:16])[N:10]([C:4]3[CH:3]=[C:2]([C:32]4[CH:31]=[C:30]5[C:35]([C:27]([CH3:26])=[N:28][NH:29]5)=[CH:34][CH:33]=4)[N:7]=[C:6]([NH:8][CH3:9])[N:5]=3)[CH2:11]2)=[O:18])[CH2:25][CH2:24][CH2:23][CH2:22][CH2:21]1. The catalyst class is: 552.